The task is: Predict the product of the given reaction.. This data is from Forward reaction prediction with 1.9M reactions from USPTO patents (1976-2016). (1) Given the reactants C(O[C@H](C)[C@H](NC(OCC1C2C=CC=CC=2C2C1=CC=CC=2)=O)C(O)=O)C1C=CC=CC=1.N[C@H](C1C=CC(OC[C@H](O)CO)=CC=1)C(N[C@@H]([C@H](C1C=CC=CC=1)C)C(NC1C=CC(I)=CC=1Cl)=O)=O.C(OC(N[C@@H]([C@H](C1C=CC=CC=1)C)C(O)=O)=O)(C)(C)C.[C:90]([O:94][C:95]([NH:97][C@H:98]([C:102]1[CH:107]=[CH:106][C:105]([O:108][CH2:109][C@H:110]2[CH2:114][O:113][C:112]([CH3:116])([CH3:115])[O:111]2)=[CH:104][CH:103]=1)[C:99]([OH:101])=[O:100])=[O:96])([CH3:93])([CH3:92])[CH3:91], predict the reaction product. The product is: [C:90]([O:94][C:95]([NH:97][C@H:98]([C:102]1[CH:107]=[CH:106][C:105]([O:108][CH2:109][C@@H:110]2[CH2:114][O:113][C:112]([CH3:116])([CH3:115])[O:111]2)=[CH:104][CH:103]=1)[C:99]([OH:101])=[O:100])=[O:96])([CH3:93])([CH3:91])[CH3:92]. (2) Given the reactants O[C@@H](C1C=CC=CC=1)C([O:5][C@@H:6]1[C@@H:11]([C:12]2[CH:17]=[CH:16][C:15]([O:18][CH3:19])=[CH:14][CH:13]=2)[C@H:10]([CH2:20][O:21][C:22]([C:35]2[CH:40]=[CH:39][CH:38]=[CH:37][CH:36]=2)([C:29]2[CH:34]=[CH:33][CH:32]=[CH:31][CH:30]=2)[C:23]2[CH:28]=[CH:27][CH:26]=[CH:25][CH:24]=2)[CH2:9][N:8]([CH2:41][C:42]2[CH:47]=[CH:46][CH:45]=[CH:44][CH:43]=2)[CH2:7]1)=O.C(=O)([O-])[O-].[Na+].[Na+], predict the reaction product. The product is: [CH2:41]([N:8]1[CH2:9][C@@H:10]([CH2:20][O:21][C:22]([C:35]2[CH:36]=[CH:37][CH:38]=[CH:39][CH:40]=2)([C:23]2[CH:28]=[CH:27][CH:26]=[CH:25][CH:24]=2)[C:29]2[CH:34]=[CH:33][CH:32]=[CH:31][CH:30]=2)[C@H:11]([C:12]2[CH:17]=[CH:16][C:15]([O:18][CH3:19])=[CH:14][CH:13]=2)[C@@H:6]([OH:5])[CH2:7]1)[C:42]1[CH:47]=[CH:46][CH:45]=[CH:44][CH:43]=1. (3) The product is: [ClH:32].[CH2:1]([O:3][C:4]1[C:12]([O:13][CH2:14][CH3:15])=[CH:11][CH:10]=[CH:9][C:5]=1[CH2:6][N:7]([CH3:8])[C:53](=[O:55])/[CH:52]=[CH:51]/[C:48]1[CH:49]=[N:50][C:44]2[NH:43][C:42](=[O:56])[N:41]([CH2:40][CH2:39][N:33]3[CH2:34][CH2:35][O:36][CH2:37][CH2:38]3)[CH2:46][C:45]=2[CH:47]=1)[CH3:2]. Given the reactants [CH2:1]([O:3][C:4]1[C:12]([O:13][CH2:14][CH3:15])=[CH:11][CH:10]=[CH:9][C:5]=1[CH2:6][NH:7][CH3:8])[CH3:2].CNCC1C=CC2C(=CC=CC=2)C=1CCC.[ClH:32].[N:33]1([CH2:39][CH2:40][N:41]2[CH2:46][C:45]3[CH:47]=[C:48](/[CH:51]=[CH:52]/[C:53]([OH:55])=O)[CH:49]=[N:50][C:44]=3[NH:43][C:42]2=[O:56])[CH2:38][CH2:37][O:36][CH2:35][CH2:34]1.Cl.CN1CC2C=C(/C=C/C(O)=O)C=NC=2NC(=O)C1, predict the reaction product. (4) Given the reactants C([O:8][C:9]([C:11]1[CH:12]=[C:13]2[C:18](=[CH:19][CH:20]=1)[N:17]=[C:16]([NH2:21])[CH:15]=[CH:14]2)=[O:10])C1C=CC=CC=1.CC(O)C.[OH-].[K+], predict the reaction product. The product is: [NH2:21][C:16]1[CH:15]=[CH:14][C:13]2[C:18](=[CH:19][CH:20]=[C:11]([C:9]([OH:10])=[O:8])[CH:12]=2)[N:17]=1. (5) The product is: [N:11]1[CH:16]=[CH:15][CH:14]=[C:13](/[CH:17]=[CH:18]/[C:19]2[C:27]3[C:22](=[CH:23][C:24]([CH:28]=[C:3]4[C:4]5[C:5](=[N:6][CH:7]=[CH:8][CH:9]=5)[NH:1][C:2]4=[O:10])=[CH:25][CH:26]=3)[NH:21][N:20]=2)[CH:12]=1. Given the reactants [NH:1]1[C:5]2=[N:6][CH:7]=[CH:8][CH:9]=[C:4]2[CH2:3][C:2]1=[O:10].[N:11]1[CH:16]=[CH:15][CH:14]=[C:13](/[CH:17]=[CH:18]/[C:19]2[C:27]3[C:22](=[CH:23][C:24]([CH:28]=O)=[CH:25][CH:26]=3)[NH:21][N:20]=2)[CH:12]=1, predict the reaction product. (6) Given the reactants [CH3:1][O:2][C:3]1[CH:4]=[C:5]2[C:10](=[CH:11][C:12]=1[O:13][CH3:14])[NH:9][C:8](=[O:15])[C:7]([C:16]([NH:18][C:19]1[CH:20]=[C:21]([CH:25]=[CH:26][C:27]=1[CH3:28])[C:22](O)=[O:23])=[O:17])=[CH:6]2.CN(C(ON1N=NC2C=CC=NC1=2)=[N+](C)C)C.F[P-](F)(F)(F)(F)F.[C:53]([O:57][C:58](=[O:69])[NH:59][CH2:60][CH:61]([NH2:68])[C:62]1[CH:67]=[CH:66][CH:65]=[CH:64][CH:63]=1)([CH3:56])([CH3:55])[CH3:54].C(=O)(O)[O-].[Na+], predict the reaction product. The product is: [C:53]([O:57][C:58](=[O:69])[NH:59][CH2:60][CH:61]([NH:68][C:22](=[O:23])[C:21]1[CH:25]=[CH:26][C:27]([CH3:28])=[C:19]([NH:18][C:16]([C:7]2[C:8](=[O:15])[NH:9][C:10]3[C:5]([CH:6]=2)=[CH:4][C:3]([O:2][CH3:1])=[C:12]([O:13][CH3:14])[CH:11]=3)=[O:17])[CH:20]=1)[C:62]1[CH:63]=[CH:64][CH:65]=[CH:66][CH:67]=1)([CH3:56])([CH3:54])[CH3:55]. (7) Given the reactants [CH3:1][N:2]1[CH2:7][CH2:6][N:5]([C:8]2[S:9][C:10](=[CH:14][C:15]3[CH:16]=[C:17]4[C:21](=[CH:22][CH:23]=3)[N:20]([CH2:24][C:25]3[CH:32]=[CH:31][C:28]([C:29]#[N:30])=[CH:27][C:26]=3[C:33]([F:36])([F:35])[F:34])[N:19]=[CH:18]4)[C:11](=[O:13])[N:12]=2)[CH2:4][CH2:3]1.[OH-:37].[Na+], predict the reaction product. The product is: [CH3:1][N:2]1[CH2:3][CH2:4][N:5]([C:8]2[S:9][C:10](=[CH:14][C:15]3[CH:16]=[C:17]4[C:21](=[CH:22][CH:23]=3)[N:20]([CH2:24][C:25]3[CH:32]=[CH:31][C:28]([C:29]([NH2:30])=[O:37])=[CH:27][C:26]=3[C:33]([F:36])([F:35])[F:34])[N:19]=[CH:18]4)[C:11](=[O:13])[N:12]=2)[CH2:6][CH2:7]1. (8) Given the reactants [F:1][C:2]1[CH:7]=[C:6]([F:8])[CH:5]=[CH:4][C:3]=1[CH2:9][C:10]1[CH:19]=[C:18]2[C:13]([C:14]([OH:26])=[C:15]([C:21](OCC)=[O:22])[C:16](=[O:20])[NH:17]2)=[N:12][CH:11]=1.[CH3:27][O:28][CH2:29][CH2:30][NH2:31], predict the reaction product. The product is: [F:1][C:2]1[CH:7]=[C:6]([F:8])[CH:5]=[CH:4][C:3]=1[CH2:9][C:10]1[CH:19]=[C:18]2[C:13]([C:14]([OH:26])=[C:15]([C:21]([NH:31][CH2:30][CH2:29][O:28][CH3:27])=[O:22])[C:16](=[O:20])[NH:17]2)=[N:12][CH:11]=1.